Task: Predict the reaction yield, written as a fraction of the theoretical maximum amount of product (1.0 means a 100% yield; for example, 0.34 means a 34% yield).. Dataset: Reaction yield outcomes from USPTO patents with 853,638 reactions (1) The reactants are [Cl:1][C:2]1[CH:7]=[CH:6][C:5]([C:8]2[C:13]([NH:14][NH2:15])=[N:12][N:11]([CH2:16][C:17]3[C:18]([CH3:27])=[N:19][C:20]([C:23]([F:26])([F:25])[F:24])=[CH:21][CH:22]=3)[C:10](=[O:28])[C:9]=2[C:29]2[CH:34]=[CH:33][N:32]=[CH:31][CH:30]=2)=[CH:4][CH:3]=1.[CH2:35]1C[O:38][CH2:37][CH2:36]1.CCN(CC)CC.C(Cl)(=O)CC. The catalyst is CCOC(C)=O.C(Cl)Cl.CO. The product is [Cl:1][C:2]1[CH:7]=[CH:6][C:5]([C:8]2[C:13]([NH:14][NH:15][C:37](=[O:38])[CH2:36][CH3:35])=[N:12][N:11]([CH2:16][C:17]3[C:18]([CH3:27])=[N:19][C:20]([C:23]([F:26])([F:25])[F:24])=[CH:21][CH:22]=3)[C:10](=[O:28])[C:9]=2[C:29]2[CH:30]=[CH:31][N:32]=[CH:33][CH:34]=2)=[CH:4][CH:3]=1. The yield is 0.630. (2) The reactants are [Cl:1][C:2]1[N:7]=[C:6](Cl)[C:5]([Cl:9])=[CH:4][N:3]=1.[NH2:10][C:11]1[CH:20]=[CH:19][CH:18]=[CH:17][C:12]=1[C:13]([NH:15][CH3:16])=[O:14].CCN(C(C)C)C(C)C. The catalyst is C1COCC1. The product is [Cl:1][C:2]1[N:7]=[C:6]([NH:10][C:11]2[CH:20]=[CH:19][CH:18]=[CH:17][C:12]=2[C:13]([NH:15][CH3:16])=[O:14])[C:5]([Cl:9])=[CH:4][N:3]=1. The yield is 0.260. (3) The reactants are [C:1]1([CH2:7][N:8]=[C:9]([C:11]2[CH:16]=[CH:15][CH:14]=[CH:13][CH:12]=2)[CH3:10])[CH:6]=[CH:5][CH:4]=[CH:3][CH:2]=1. The catalyst is C(Cl)Cl. The product is [CH2:7]([NH:8][CH:9]([C:11]1[CH:16]=[CH:15][CH:14]=[CH:13][CH:12]=1)[CH3:10])[C:1]1[CH:6]=[CH:5][CH:4]=[CH:3][CH:2]=1. The yield is 0.880. (4) The reactants are [NH2:1][C:2]1[C:10]([OH:11])=[C:9]2[C:5]([CH2:6][N:7]([CH3:13])[C:8]2=[O:12])=[CH:4][CH:3]=1.[CH2:14]([O:16][C:17]1[C:18](=O)[C:19](=[O:24])[C:20]=1[O:21]CC)[CH3:15]. The catalyst is C(O)C. The product is [CH2:14]([O:16][C:17]1[C:20](=[O:21])[C:19](=[O:24])[C:18]=1[NH:1][C:2]1[C:10]([OH:11])=[C:9]2[C:5](=[CH:4][CH:3]=1)[CH2:6][N:7]([CH3:13])[C:8]2=[O:12])[CH3:15]. The yield is 0.730. (5) The reactants are [OH:1][CH:2]1[CH2:7][CH2:6][N:5]([C:8]([N:10]2[CH2:15][CH:14]([C:16]3[CH:21]=[CH:20][C:19]([C:22]([F:25])([F:24])[F:23])=[CH:18][CH:17]=3)[CH2:13][CH:12]([C:26]([OH:28])=O)[CH2:11]2)=[O:9])[CH2:4][CH2:3]1.O[N:30]=[C:31]([NH2:36])[CH2:32][CH2:33][O:34][CH3:35]. No catalyst specified. The product is [OH:1][CH:2]1[CH2:3][CH2:4][N:5]([C:8]([N:10]2[CH2:15][CH:14]([C:16]3[CH:17]=[CH:18][C:19]([C:22]([F:25])([F:24])[F:23])=[CH:20][CH:21]=3)[CH2:13][CH:12]([C:26]3[O:28][N:36]=[C:31]([CH2:32][CH2:33][O:34][CH3:35])[N:30]=3)[CH2:11]2)=[O:9])[CH2:6][CH2:7]1. The yield is 0.360.